From a dataset of Reaction yield outcomes from USPTO patents with 853,638 reactions. Predict the reaction yield, written as a fraction of the theoretical maximum amount of product (1.0 means a 100% yield; for example, 0.34 means a 34% yield). (1) The reactants are Br[C:2]1[N:3]=[C:4]([C:20]2[C:21]([CH3:36])=[N:22][N:23]3[CH:28]=[CH:27][C:26]([CH:29]([O:33][CH2:34][CH3:35])[O:30][CH2:31][CH3:32])=[CH:25][C:24]=23)[S:5][C:6]=1[C:7]1[N:11]=[CH:10][N:9]([CH2:12][O:13][CH2:14][CH2:15][Si:16]([CH3:19])([CH3:18])[CH3:17])[N:8]=1.[Cl-].[Cl:38][C:39]1[CH:46]=[CH:45][C:42]([CH2:43][Zn+])=[CH:41][CH:40]=1.O1CCCC1. The catalyst is CC(C)([P](C(C)(C)C)([Pd][P](C(C)(C)C)(C(C)(C)C)C(C)(C)C)C(C)(C)C)C. The product is [Cl:38][C:39]1[CH:46]=[CH:45][C:42]([CH2:43][C:2]2[N:3]=[C:4]([C:20]3[C:21]([CH3:36])=[N:22][N:23]4[CH:28]=[CH:27][C:26]([CH:29]([O:33][CH2:34][CH3:35])[O:30][CH2:31][CH3:32])=[CH:25][C:24]=34)[S:5][C:6]=2[C:7]2[N:11]=[CH:10][N:9]([CH2:12][O:13][CH2:14][CH2:15][Si:16]([CH3:19])([CH3:18])[CH3:17])[N:8]=2)=[CH:41][CH:40]=1. The yield is 0.705. (2) The catalyst is O1CCCC1.CO.C(OCC)(=O)C. The reactants are [CH3:1][O:2][CH2:3][CH2:4][O:5][C:6]1[CH:7]=[C:8]2[C:12](=[C:13]([N:15]([CH3:25])[S:16]([C:19]3[CH:24]=[CH:23][CH:22]=[CH:21][N:20]=3)(=[O:18])=[O:17])[CH:14]=1)[NH:11][C:10]([C:26]([O:28]CC)=[O:27])=[CH:9]2.[OH-].[Na+].Cl. The yield is 1.00. The product is [CH3:1][O:2][CH2:3][CH2:4][O:5][C:6]1[CH:7]=[C:8]2[C:12](=[C:13]([N:15]([CH3:25])[S:16]([C:19]3[CH:24]=[CH:23][CH:22]=[CH:21][N:20]=3)(=[O:17])=[O:18])[CH:14]=1)[NH:11][C:10]([C:26]([OH:28])=[O:27])=[CH:9]2. (3) The reactants are N1(C2C3C(=CC=CC=3)NC=2)CCOCC1.[N:16]1([C:22]2[C:30]3[C:25](=[CH:26][CH:27]=[CH:28][CH:29]=3)[N:24]([Si](C(C)C)(C(C)C)C(C)C)[CH:23]=2)[CH2:21][CH2:20][CH2:19][CH2:18][CH2:17]1.[F-].C([N+](CCCC)(CCCC)CCCC)CCC. No catalyst specified. The product is [N:16]1([C:22]2[C:30]3[C:25](=[CH:26][CH:27]=[CH:28][CH:29]=3)[NH:24][CH:23]=2)[CH2:17][CH2:18][CH2:19][CH2:20][CH2:21]1. The yield is 0.710. (4) The reactants are [Si:1]([O:8][C@@H:9]1[C:17]2[C:12](=[C:13]([C:18]3[S:22][C:21]([C:23]4[CH:24]=[CH:25][C:26](F)=[C:27]([CH:30]=4)[C:28]#[N:29])=[N:20][CH:19]=3)[CH:14]=[CH:15][CH:16]=2)[CH2:11][CH2:10]1)([C:4]([CH3:7])([CH3:6])[CH3:5])([CH3:3])[CH3:2].[CH3:32][CH:33]([CH3:35])[O-:34].[Na+]. The catalyst is CC(O)C. The product is [Si:1]([O:8][C@@H:9]1[C:17]2[C:12](=[C:13]([C:18]3[S:22][C:21]([C:23]4[CH:24]=[CH:25][C:26]([O:34][CH:33]([CH3:35])[CH3:32])=[C:27]([CH:30]=4)[C:28]#[N:29])=[N:20][CH:19]=3)[CH:14]=[CH:15][CH:16]=2)[CH2:11][CH2:10]1)([C:4]([CH3:7])([CH3:6])[CH3:5])([CH3:3])[CH3:2]. The yield is 0.880.